Dataset: Peptide-MHC class II binding affinity with 134,281 pairs from IEDB. Task: Regression. Given a peptide amino acid sequence and an MHC pseudo amino acid sequence, predict their binding affinity value. This is MHC class II binding data. (1) The peptide sequence is INEPTAAALAYGLDR. The MHC is HLA-DQA10501-DQB10301 with pseudo-sequence HLA-DQA10501-DQB10301. The binding affinity (normalized) is 0.650. (2) The peptide sequence is EVFFQRLGIASGRARY. The MHC is H-2-IAb with pseudo-sequence H-2-IAb. The binding affinity (normalized) is 0.179. (3) The peptide sequence is NKIKQKTKQIGNRPG. The MHC is DRB3_0301 with pseudo-sequence DRB3_0301. The binding affinity (normalized) is 0.243.